Dataset: Full USPTO retrosynthesis dataset with 1.9M reactions from patents (1976-2016). Task: Predict the reactants needed to synthesize the given product. (1) Given the product [CH2:13]([N:8]1[C:6]2[N:7]=[C:2]([OH:17])[N:3]=[C:4]([CH3:15])[C:5]=2[CH:11]=[CH:10][C:9]1=[O:12])[CH3:14], predict the reactants needed to synthesize it. The reactants are: N[C:2]1[N:3]=[C:4]([CH3:15])[C:5]2[CH:11]=[CH:10][C:9](=[O:12])[N:8]([CH2:13][CH3:14])[C:6]=2[N:7]=1.N([O-])=[O:17].[Na+].CC(O)=O. (2) Given the product [CH2:41]([N:43]1[C:51]([C:11]2[N:12]=[C:7]([N:4]3[CH2:5][CH2:6][O:1][CH2:2][CH2:3]3)[C:8]3[N:29]=[C:28]([CH2:30][N:31]4[CH2:32][CH2:33][CH:34]([C:37]([OH:40])([CH3:39])[CH3:38])[CH2:35][CH2:36]4)[CH:27]=[CH:26][C:9]=3[N:10]=2)=[C:50]2[C:45]([CH:46]=[CH:47][CH:48]=[CH:49]2)=[N:44]1)[CH3:42], predict the reactants needed to synthesize it. The reactants are: [O:1]1[CH2:6][CH2:5][N:4]([C:7]2[C:8]3[N:29]=[C:28]([CH2:30][N:31]4[CH2:36][CH2:35][CH:34]([C:37]([OH:40])([CH3:39])[CH3:38])[CH2:33][CH2:32]4)[CH:27]=[CH:26][C:9]=3[N:10]=[C:11]([Sn](CCCC)(CCCC)CCCC)[N:12]=2)[CH2:3][CH2:2]1.[CH2:41]([N:43]1[C:51](I)=[C:50]2[C:45]([CH:46]=[CH:47][CH:48]=[CH:49]2)=[N:44]1)[CH3:42]. (3) The reactants are: [C:1]1([NH2:11])[C:10]2[CH2:9][CH2:8][CH2:7][CH2:6][C:5]=2[CH:4]=[CH:3][CH:2]=1.[C:12](Cl)(=[O:14])[CH3:13].[NH4+].[Cl-].[O-:18]S([O-])(=O)=O.[Mg+2].[O-][Mn](=O)(=O)=O.[K+]. Given the product [O:18]=[C:9]1[C:10]2[C:1]([NH:11][C:12](=[O:14])[CH3:13])=[CH:2][CH:3]=[CH:4][C:5]=2[CH2:6][CH2:7][CH2:8]1, predict the reactants needed to synthesize it. (4) Given the product [F:25][C:26]1[CH:31]=[C:30]([F:32])[CH:29]=[CH:28][C:27]=1[S:33]([NH:1][C:2]1[CH:7]=[N:6][CH:5]=[C:4]([C:8]2[S:12][C:11]([C:13]3[CH:22]=[C:21]4[C:20](=[CH:19][CH:18]=3)[C:37](=[O:38])[N:14]([CH3:24])[CH2:15][CH2:16]4)=[CH:10][CH:9]=2)[CH:3]=1)(=[O:35])=[O:34], predict the reactants needed to synthesize it. The reactants are: [NH2:1][C:2]1[CH:3]=[C:4]([C:8]2[S:12][C:11]([CH:13]3[CH2:22][C:21]4[C:16](=C[CH:18]=[CH:19][CH:20]=4)[C:15](=O)[N:14]3[CH3:24])=[CH:10][CH:9]=2)[CH:5]=[N:6][CH:7]=1.[F:25][C:26]1[CH:31]=[C:30]([F:32])[CH:29]=[CH:28][C:27]=1[S:33](Cl)(=[O:35])=[O:34].[CH3:37][OH:38].C(Cl)Cl. (5) Given the product [CH2:26]([S:23]([C:20]1[CH:19]=[CH:18][C:17]([CH2:16][C:8]2[C:9]3[C:14](=[CH:13][CH:12]=[C:11]([F:15])[CH:10]=3)[N:6]([CH2:5][C:4]([OH:34])=[O:3])[C:7]=2[CH3:33])=[CH:22][CH:21]=1)(=[O:25])=[O:24])[C:27]1[CH:28]=[CH:29][CH:30]=[CH:31][CH:32]=1, predict the reactants needed to synthesize it. The reactants are: C([O:3][C:4](=[O:34])[CH2:5][N:6]1[C:14]2[C:9](=[CH:10][C:11]([F:15])=[CH:12][CH:13]=2)[C:8]([CH2:16][C:17]2[CH:22]=[CH:21][C:20]([S:23]([CH2:26][C:27]3[CH:32]=[CH:31][CH:30]=[CH:29][CH:28]=3)(=[O:25])=[O:24])=[CH:19][CH:18]=2)=[C:7]1[CH3:33])C.[OH-].[K+]. (6) Given the product [OH:32][C:24]1[N:5]=[C:6]2[S:10][C:9]3[CH2:11][CH2:12][CH2:13][CH2:14][C:8]=3[C:7]2=[C:15]([C:17]2[CH:22]=[CH:21][C:20]([CH3:23])=[CH:19][CH:18]=2)[C:25]=1[CH2:26][C:27]([O:29][CH2:30][CH3:31])=[O:28], predict the reactants needed to synthesize it. The reactants are: [O-]CC.[Na+].[NH2:5][C:6]1[S:10][C:9]2[CH2:11][CH2:12][CH2:13][CH2:14][C:8]=2[C:7]=1[C:15]([C:17]1[CH:22]=[CH:21][C:20]([CH3:23])=[CH:19][CH:18]=1)=O.[C:24](OCC)(=[O:32])[CH2:25][CH2:26][C:27]([O:29][CH2:30][CH3:31])=[O:28].Cl. (7) Given the product [CH3:1][N:2]1[C:6](=[O:7])[N:5]([CH2:8][C:9]2[CH:18]=[CH:17][C:12]([C:13]([OH:15])=[O:14])=[CH:11][CH:10]=2)[C:4](=[O:19])[NH:3]1, predict the reactants needed to synthesize it. The reactants are: [CH3:1][N:2]1[C:6](=[O:7])[N:5]([CH2:8][C:9]2[CH:18]=[CH:17][C:12]([C:13]([O:15]C)=[O:14])=[CH:11][CH:10]=2)[C:4](=[O:19])[NH:3]1.[OH-].[Li+].Cl.